This data is from Human liver microsome stability data. The task is: Regression/Classification. Given a drug SMILES string, predict its absorption, distribution, metabolism, or excretion properties. Task type varies by dataset: regression for continuous measurements (e.g., permeability, clearance, half-life) or binary classification for categorical outcomes (e.g., BBB penetration, CYP inhibition). Dataset: hlm. (1) The drug is C[C@H](NC(=O)c1c(-c2ccccc2)nnn1Cc1ccc(C(F)(F)F)cc1)c1ccc(C(=O)O)cc1. The result is 0 (unstable in human liver microsomes). (2) The molecule is O=C(NCCN1CCOCC1)c1ccc(-c2nccc3ccccc23)cc1. The result is 0 (unstable in human liver microsomes). (3) The drug is CC(C)(C)CCN1C(=O)C(C2=NS(=O)(=O)c3c(CCS(C)(=O)=O)cccc32)=C(O)[C@@H]1C(C)(C)C. The result is 0 (unstable in human liver microsomes). (4) The compound is CNc1nc(NCCCN(C)C)c2sc(-c3cccc4cnccc34)cc2n1. The result is 1 (stable in human liver microsomes). (5) The drug is COc1cc(Nc2nc(N3C[C@@H](C)N[C@@H](C)C3)ncc2F)ccc1NC(=O)c1ccc(C2=CCCC2)s1. The result is 0 (unstable in human liver microsomes). (6) The molecule is Fc1ccc(C(c2nnnn2Cc2ccccc2)N2C[C@H]3CC[C@@H](C2)N3C2CCC2)cc1. The result is 1 (stable in human liver microsomes). (7) The molecule is COc1cc2ccc(Br)cc2cc1[C@@H](c1ccnc(OC)c1OC)[C@@](O)(CCN(C)C)c1cccc2ccoc12. The result is 0 (unstable in human liver microsomes). (8) The compound is O=C(Nc1ccc(F)c(-c2nc3ccccc3s2)c1)c1cnccc1Cl. The result is 0 (unstable in human liver microsomes).